Task: Regression. Given two drug SMILES strings and cell line genomic features, predict the synergy score measuring deviation from expected non-interaction effect.. Dataset: NCI-60 drug combinations with 297,098 pairs across 59 cell lines (1) Drug 1: CCC(=C(C1=CC=CC=C1)C2=CC=C(C=C2)OCCN(C)C)C3=CC=CC=C3.C(C(=O)O)C(CC(=O)O)(C(=O)O)O. Drug 2: CC=C1C(=O)NC(C(=O)OC2CC(=O)NC(C(=O)NC(CSSCCC=C2)C(=O)N1)C(C)C)C(C)C. Cell line: NCI-H226. Synergy scores: CSS=41.2, Synergy_ZIP=3.39, Synergy_Bliss=3.31, Synergy_Loewe=-18.0, Synergy_HSA=2.16. (2) Drug 1: C1=CC(=CC=C1CCC2=CNC3=C2C(=O)NC(=N3)N)C(=O)NC(CCC(=O)O)C(=O)O. Drug 2: C1=CC(=CC=C1C#N)C(C2=CC=C(C=C2)C#N)N3C=NC=N3. Cell line: MCF7. Synergy scores: CSS=29.3, Synergy_ZIP=-0.0587, Synergy_Bliss=-0.438, Synergy_Loewe=-9.01, Synergy_HSA=0.101.